Dataset: Catalyst prediction with 721,799 reactions and 888 catalyst types from USPTO. Task: Predict which catalyst facilitates the given reaction. Reactant: ClN1C(=O)CCC1=O.[CH:9](=[N:16][OH:17])[C:10]1[CH:15]=[CH:14][CH:13]=[CH:12][CH:11]=1.C(N(CC)CC)C.[CH2:25]([O:28][CH:29]1[CH2:34][CH2:33][CH2:32][CH2:31][O:30]1)[C:26]#[CH:27]. Product: [C:10]1([C:9]2[CH:27]=[C:26]([CH2:25][O:28][CH:29]3[CH2:34][CH2:33][CH2:32][CH2:31][O:30]3)[O:17][N:16]=2)[CH:15]=[CH:14][CH:13]=[CH:12][CH:11]=1. The catalyst class is: 2.